This data is from Full USPTO retrosynthesis dataset with 1.9M reactions from patents (1976-2016). The task is: Predict the reactants needed to synthesize the given product. Given the product [Si:6]([Cl:10])([Cl:9])([Cl:8])[Cl:7].[Si:12]([Cl:7])([CH3:14])([CH3:13])[CH3:11], predict the reactants needed to synthesize it. The reactants are: [B]C(ON)=O.[Si:6]([Cl:10])([Cl:9])([Cl:8])[Cl:7].[CH3:11][Si:12](N[Si:12]([CH3:14])([CH3:13])[CH3:11])([CH3:14])[CH3:13].